This data is from Peptide-MHC class I binding affinity with 185,985 pairs from IEDB/IMGT. The task is: Regression. Given a peptide amino acid sequence and an MHC pseudo amino acid sequence, predict their binding affinity value. This is MHC class I binding data. (1) The peptide sequence is MSFLEKDAPY. The MHC is Patr-B0101 with pseudo-sequence Patr-B0101. The binding affinity (normalized) is 0.278. (2) The peptide sequence is ITMTTVYHI. The MHC is HLA-A02:01 with pseudo-sequence HLA-A02:01. The binding affinity (normalized) is 0.806. (3) The peptide sequence is KQMEDGHTL. The MHC is HLA-B46:01 with pseudo-sequence HLA-B46:01. The binding affinity (normalized) is 0.0847. (4) The peptide sequence is RASAGQISV. The MHC is HLA-A68:02 with pseudo-sequence HLA-A68:02. The binding affinity (normalized) is 0.163.